This data is from Reaction yield outcomes from USPTO patents with 853,638 reactions. The task is: Predict the reaction yield, written as a fraction of the theoretical maximum amount of product (1.0 means a 100% yield; for example, 0.34 means a 34% yield). (1) The reactants are [F:1][C:2]1[C:39]([F:40])=[CH:38][CH:37]=[CH:36][C:3]=1[CH2:4][N:5]1[C:10](=[O:11])[CH:9]=[CH:8][C:7]([CH2:12][C:13]2[C:21]3[C:16](=[CH:17][CH:18]=[CH:19][CH:20]=3)[N:15]([CH2:22][C:23]([O:25]CC3C=CC=C(F)C=3F)=[O:24])[C:14]=2[CH3:35])=[N:6]1.C1COCC1.[OH-].[Li+].Cl. The catalyst is O.CO. The product is [F:1][C:2]1[C:39]([F:40])=[CH:38][CH:37]=[CH:36][C:3]=1[CH2:4][N:5]1[C:10](=[O:11])[CH:9]=[CH:8][C:7]([CH2:12][C:13]2[C:21]3[C:16](=[CH:17][CH:18]=[CH:19][CH:20]=3)[N:15]([CH2:22][C:23]([OH:25])=[O:24])[C:14]=2[CH3:35])=[N:6]1. The yield is 0.610. (2) The reactants are Cl[C:2]1[N:7]([CH2:8][CH:9]([CH3:11])[CH3:10])[C:6](=[O:12])[N:5]([CH3:13])[C:4](=[O:14])[CH:3]=1.CCOC(C)=O.O.[NH2:22][NH2:23]. The catalyst is CCO. The product is [NH:22]([C:2]1[N:7]([CH2:8][CH:9]([CH3:11])[CH3:10])[C:6](=[O:12])[N:5]([CH3:13])[C:4](=[O:14])[CH:3]=1)[NH2:23]. The yield is 1.00. (3) The reactants are C(OC([NH:8][CH:9]1[CH2:14][CH2:13][N:12]([C:15](=[O:23])[CH2:16][CH2:17][C:18]([O:20][CH2:21][CH3:22])=[O:19])[CH2:11][CH2:10]1)=O)(C)(C)C.[ClH:24].CCO. No catalyst specified. The product is [ClH:24].[ClH:24].[NH2:8][CH:9]1[CH2:14][CH2:13][N:12]([C:15](=[O:23])[CH2:16][CH2:17][C:18]([O:20][CH2:21][CH3:22])=[O:19])[CH2:11][CH2:10]1. The yield is 0.620. (4) The reactants are [NH2:1][C:2]1[C:3]([F:23])=[CH:4][C:5]([Cl:22])=[C:6]([C:8]2[C:9](=[O:21])[N:10]([CH2:19][CH3:20])[C:11]3[C:16]([CH:17]=2)=[CH:15][N:14]=[C:13](Cl)[CH:12]=3)[CH:7]=1.[CH3:24][N:25]([CH3:29])[CH2:26][CH2:27][CH3:28].C[N:31](C=O)C. The catalyst is O. The product is [NH2:1][C:2]1[C:3]([F:23])=[CH:4][C:5]([Cl:22])=[C:6]([C:8]2[C:9](=[O:21])[N:10]([CH2:19][CH3:20])[C:11]3[C:16]([CH:17]=2)=[CH:15][N:14]=[C:13]([NH:31][CH2:28][CH2:27][CH2:26][N:25]([CH3:29])[CH3:24])[CH:12]=3)[CH:7]=1. The yield is 0.930. (5) The reactants are FC(F)(F)[C:3]([C:5]1[N:6]=[C:7]([C:14]2[C:23]3[C:18](=[CH:19][CH:20]=[CH:21][CH:22]=3)[CH:17]=[CH:16][CH:15]=2)[N:8]2[CH:13]=[CH:12][CH:11]=[CH:10][C:9]=12)=[O:4].[OH-:26].[K+]. The catalyst is CCO. The product is [C:14]1([C:7]2[N:8]3[CH:13]=[CH:12][CH:11]=[CH:10][C:9]3=[C:5]([C:3]([OH:26])=[O:4])[N:6]=2)[C:23]2[C:18](=[CH:19][CH:20]=[CH:21][CH:22]=2)[CH:17]=[CH:16][CH:15]=1. The yield is 0.550. (6) The reactants are Br[CH2:2][C:3]1[CH:4]=[CH:5][N:6]2[C:11]=1[C:10](Cl)=[N:9][CH:8]=[N:7]2.[C:13]([O:17][C:18]([N:20]1[CH2:25][CH2:24][CH:23]([OH:26])[CH2:22][CH2:21]1)=[O:19])([CH3:16])([CH3:15])[CH3:14].C([O-])(O)=O.[Na+].[F:32][C:33]1[CH:34]=[C:35]([CH:47]=[CH:48][CH:49]=1)[CH2:36][N:37]1[C:45]2[C:40](=[CH:41][C:42]([NH2:46])=[CH:43][CH:44]=2)[CH:39]=[N:38]1. The catalyst is CC#N.C(Cl)Cl. The product is [C:13]([O:17][C:18]([N:20]1[CH2:25][CH2:24][CH:23]([O:26][CH2:2][C:3]2[CH:4]=[CH:5][N:6]3[C:11]=2[C:10]([NH:46][C:42]2[CH:41]=[C:40]4[C:45](=[CH:44][CH:43]=2)[N:37]([CH2:36][C:35]2[CH:47]=[CH:48][CH:49]=[C:33]([F:32])[CH:34]=2)[N:38]=[CH:39]4)=[N:9][CH:8]=[N:7]3)[CH2:22][CH2:21]1)=[O:19])([CH3:16])([CH3:14])[CH3:15]. The yield is 0.330. (7) The reactants are CNCCNC.Br[C:8]1[CH:9]=[N:10][CH:11]=[CH:12][CH:13]=1.[Cl:14][C:15]1[C:19]([NH:20][C:21](=[O:23])[CH3:22])=[CH:18][NH:17][N:16]=1.C(=O)([O-])[O-].[K+].[K+]. The catalyst is [Cu]I.CN(C)C=O. The product is [Cl:14][C:15]1[C:19]([NH:20][C:21](=[O:23])[CH3:22])=[CH:18][N:17]([C:8]2[CH:9]=[N:10][CH:11]=[CH:12][CH:13]=2)[N:16]=1. The yield is 0.740. (8) The reactants are N1C=CC=CC=1.[NH2:7][C:8]1[CH:13]=[CH:12][CH:11]=[CH:10][C:9]=1[C:14]#[C:15][C:16]1[C:17]([O:26][CH3:27])=[CH:18][C:19]([O:24][CH3:25])=[C:20]([CH:23]=1)[CH:21]=[O:22].[C:28](Cl)(=[O:30])[CH3:29]. The catalyst is C(Cl)Cl. The product is [CH:21]([C:20]1[C:19]([O:24][CH3:25])=[CH:18][C:17]([O:26][CH3:27])=[C:16]([C:15]#[C:14][C:9]2[CH:10]=[CH:11][CH:12]=[CH:13][C:8]=2[NH:7][C:28](=[O:30])[CH3:29])[CH:23]=1)=[O:22]. The yield is 0.780.